From a dataset of Forward reaction prediction with 1.9M reactions from USPTO patents (1976-2016). Predict the product of the given reaction. (1) Given the reactants [C:1]([O:5][C:6](=[O:16])[NH:7][C@@H:8]([C:10](=[O:15])N(OC)C)[CH3:9])([CH3:4])([CH3:3])[CH3:2].[CH3:17][Mg]Br, predict the reaction product. The product is: [C:1]([O:5][C:6](=[O:16])[NH:7][C@H:8]([CH3:9])[C:10](=[O:15])[CH3:17])([CH3:2])([CH3:3])[CH3:4]. (2) Given the reactants Cl.[CH3:2][O:3][C:4]1[CH:5]=[C:6]2[C:11](=[C:12]([N:14]3[CH2:19][CH2:18][N:17]([CH3:20])[CH2:16][CH2:15]3)[CH:13]=1)[O:10][CH:9]([C:21]([OH:23])=O)[CH2:8][CH2:7]2.[CH3:24][C:25]1[N:29]=[C:28]([C:30]2[CH:36]=[CH:35][C:33]([NH2:34])=[CH:32][CH:31]=2)[O:27][N:26]=1, predict the reaction product. The product is: [CH3:2][O:3][C:4]1[CH:5]=[C:6]2[C:11](=[C:12]([N:14]3[CH2:15][CH2:16][N:17]([CH3:20])[CH2:18][CH2:19]3)[CH:13]=1)[O:10][CH:9]([C:21]([NH:34][C:33]1[CH:32]=[CH:31][C:30]([C:28]3[O:27][N:26]=[C:25]([CH3:24])[N:29]=3)=[CH:36][CH:35]=1)=[O:23])[CH2:8][CH2:7]2. (3) Given the reactants [NH2:1][C:2]([NH2:4])=[O:3].[C:5]([CH2:8][C:9](=O)[CH3:10])(=O)[CH3:6].Cl, predict the reaction product. The product is: [CH3:6][C:5]1[CH:8]=[C:9]([CH3:10])[N:4]=[C:2]([OH:3])[N:1]=1. (4) Given the reactants [C:1]([C:4]1[NH:8][C:7]2[C:9]([Cl:13])=[C:10]([Cl:12])[S:11][C:6]=2[CH:5]=1)([OH:3])=O.C1C=CC2N(O)N=NC=2C=1.CCN=C=NCCCN(C)C.ClC1SC2NC(C([NH:45][CH:46]3[CH2:55][C:54]4[C:49](=[CH:50][CH:51]=[CH:52][CH:53]=4)[N:48]([CH2:56][C:57]([O:59][CH3:60])=[O:58])[C:47]3=[O:61])=O)=CC=2C=1, predict the reaction product. The product is: [Cl:12][C:10]1[S:11][C:6]2[CH:5]=[C:4]([C:1]([NH:45][CH:46]3[CH2:55][C:54]4[C:49](=[CH:50][CH:51]=[CH:52][CH:53]=4)[N:48]([CH2:56][C:57]([O:59][CH3:60])=[O:58])[C:47]3=[O:61])=[O:3])[NH:8][C:7]=2[C:9]=1[Cl:13]. (5) Given the reactants [OH:1][C:2]1[CH:10]=[CH:9][C:5]([C:6]([OH:8])=[O:7])=[CH:4][CH:3]=1.[OH-].[Na+].[I-:13].[Na+].Cl[O-].[Na+].OS(O)(=O)=O, predict the reaction product. The product is: [OH:1][C:2]1[CH:10]=[CH:9][C:5]([C:6]([OH:8])=[O:7])=[CH:4][C:3]=1[I:13]. (6) Given the reactants [C:1]([O:5][C:6]([NH:8][C:9]1[C:17]2[C:16](=[O:18])[N:15]([CH3:19])[CH2:14][C:13]=2[C:12]([C:20]([OH:22])=O)=[CH:11][CH:10]=1)=[O:7])([CH3:4])([CH3:3])[CH3:2].[NH:23]1[CH2:27][CH2:26][CH2:25][CH2:24]1.CN(C(ON1N=NC2C=CC=CC1=2)=[N+](C)C)C.[B-](F)(F)(F)F.CCN(C(C)C)C(C)C, predict the reaction product. The product is: [CH3:19][N:15]1[C:16](=[O:18])[C:17]2[C:13](=[C:12]([C:20]([N:23]3[CH2:27][CH2:26][CH2:25][CH2:24]3)=[O:22])[CH:11]=[CH:10][C:9]=2[NH:8][C:6](=[O:7])[O:5][C:1]([CH3:2])([CH3:3])[CH3:4])[CH2:14]1. (7) Given the reactants [SH:1][C:2]1[NH:3][CH:4]=[CH:5][N:6]=1.Cl[C:8]1[C:13]([Cl:14])=[CH:12][CH:11]=[CH:10][C:9]=1[N+:15]([O-:17])=[O:16].C(=O)([O-])[O-].[K+].[K+], predict the reaction product. The product is: [Cl:14][C:13]1[CH:12]=[CH:11][CH:10]=[C:9]([N+:15]([O-:17])=[O:16])[C:8]=1[S:1][C:2]1[NH:3][CH:4]=[CH:5][N:6]=1.